This data is from Full USPTO retrosynthesis dataset with 1.9M reactions from patents (1976-2016). The task is: Predict the reactants needed to synthesize the given product. (1) Given the product [N:12]1([C:2]2[CH:11]=[CH:10][C:5]([C:6]([O:8][CH3:9])=[O:7])=[CH:4][N:3]=2)[CH2:17][CH2:16][O:15][CH2:14][CH2:13]1, predict the reactants needed to synthesize it. The reactants are: Cl[C:2]1[CH:11]=[CH:10][C:5]([C:6]([O:8][CH3:9])=[O:7])=[CH:4][N:3]=1.[NH:12]1[CH2:17][CH2:16][O:15][CH2:14][CH2:13]1.C(=O)([O-])[O-].[K+].[K+].CN(C=O)C. (2) Given the product [N+:17]([C:20]1[CH:25]=[CH:24][C:23]([C-:1]2[CH:5]=[CH:4][CH:3]=[CH:2]2)=[CH:22][CH:21]=1)([O-:19])=[O:18].[CH-:6]1[CH:10]=[CH:9][CH:8]=[CH:7]1.[Fe+2:11], predict the reactants needed to synthesize it. The reactants are: [CH-:1]1[CH:5]=[CH:4][CH:3]=[CH:2]1.[CH-:6]1[CH:10]=[CH:9][CH:8]=[CH:7]1.[Fe+2:11].F[B-](F)(F)F.[N+:17]([C:20]1[CH:25]=[CH:24][CH:23]=[CH:22][C:21]=1[N+]#N)([O-:19])=[O:18].O.